Task: Binary Classification. Given a miRNA mature sequence and a target amino acid sequence, predict their likelihood of interaction.. Dataset: Experimentally validated miRNA-target interactions with 360,000+ pairs, plus equal number of negative samples The miRNA is hsa-miR-128-3p with sequence UCACAGUGAACCGGUCUCUUU. The protein sequence of the target gene is MFEDKPHAEGAAVVAAAGEALQALCQELNLDEGSAAEALDDFTAIRGNYSLEGEVTHWLACSLYVACRKSIIPTVGKGIMEGNCVSLTRILRSAKLSLIQFFSKMKKWMDMSNLPQEFRERIERLERNFEVSTVIFKKYEPIFLDIFQNPYEEPPKLPRSRKQRRIPCSVKDLFNFCWTLFVYTKGNFRMIGDDLVNSYHLLLCCLDLIFANAIMCPNRQDLLNPSFKGLPSDFHTADFTASEEPPCIIAVLCELHDGLLVEAKGIKEHYFKPYISKLFDRKILKGECLLDLSSFTDNSK.... Result: 0 (no interaction).